From a dataset of Catalyst prediction with 721,799 reactions and 888 catalyst types from USPTO. Predict which catalyst facilitates the given reaction. (1) Reactant: [NH2:1][C@@H:2]1[CH2:10][C:9]2[C:4](=[CH:5][CH:6]=[C:7]([CH2:11][C:12]3[CH:13]=[C:14]([CH:19]=[C:20]([C:22]([F:25])([F:24])[F:23])[CH:21]=3)[C:15]([O:17][CH3:18])=[O:16])[CH:8]=2)[CH2:3]1.CCN(C(C)C)C(C)C.[F:35][C:36]([F:49])([F:48])[S:37](O[S:37]([C:36]([F:49])([F:48])[F:35])(=[O:39])=[O:38])(=[O:39])=[O:38]. Product: [F:25][C:22]([F:23])([F:24])[C:20]1[CH:19]=[C:14]([CH:13]=[C:12]([CH2:11][C:7]2[CH:8]=[C:9]3[C:4](=[CH:5][CH:6]=2)[CH2:3][C@H:2]([NH:1][S:37]([C:36]([F:49])([F:48])[F:35])(=[O:39])=[O:38])[CH2:10]3)[CH:21]=1)[C:15]([O:17][CH3:18])=[O:16]. The catalyst class is: 2. (2) Reactant: [CH3:1][C:2]([C:4]1[CH:9]=[CH:8][C:7]([F:10])=[C:6]([Br:11])[CH:5]=1)=[O:3].[Se](=O)=[O:13]. Product: [Br:11][C:6]1[CH:5]=[C:4]([C:2](=[O:3])[CH:1]=[O:13])[CH:9]=[CH:8][C:7]=1[F:10]. The catalyst class is: 38. (3) Reactant: [CH3:1][C:2]1[C:3]([C:14]([O:16]CC)=[O:15])=[N:4][O:5][C:6]=1[CH:7]1[CH2:12][CH:11]=[CH:10][CH:9]([CH3:13])[O:8]1.[OH-].[Na+]. Product: [CH3:1][C:2]1[C:3]([C:14]([OH:16])=[O:15])=[N:4][O:5][C:6]=1[CH:7]1[CH2:12][CH:11]=[CH:10][CH:9]([CH3:13])[O:8]1. The catalyst class is: 92. (4) Product: [F:40][C:25]1[CH:24]=[C:23]([C:2]2[CH:21]=[CH:20][C:5]([C:6]([C@@H:8]3[CH2:12][CH2:11][CH2:10][C@H:9]3[C:13]([O:15][C:16]([CH3:19])([CH3:18])[CH3:17])=[O:14])=[O:7])=[CH:4][CH:3]=2)[CH:28]=[CH:27][C:26]=1[NH:29][C:30]1[S:31][C:32]2[CH:38]=[C:37]([F:39])[CH:36]=[CH:35][C:33]=2[N:34]=1. The catalyst class is: 137. Reactant: Br[C:2]1[CH:21]=[CH:20][C:5]([C:6]([C@@H:8]2[CH2:12][CH2:11][CH2:10][C@H:9]2[C:13]([O:15][C:16]([CH3:19])([CH3:18])[CH3:17])=[O:14])=[O:7])=[CH:4][CH:3]=1.Br[C:23]1[CH:28]=[CH:27][C:26]([NH:29][C:30]2[S:31][C:32]3[CH:38]=[C:37]([F:39])[CH:36]=[CH:35][C:33]=3[N:34]=2)=[C:25]([F:40])[CH:24]=1.FC1C=C(C2C=CC(C([C@@H]3CCC[C@H]3C(OC)=O)=O)=CC=2)C=CC=1NC1SC2C=C(OC(F)(F)F)C=CC=2N=1. (5) Reactant: [C:1]1([N:7]2[CH2:13][C:12]3[CH:14]=[CH:15][C:16]([C:18]([O:20]C)=O)=[CH:17][C:11]=3[O:10][CH2:9][CH2:8]2)[CH:6]=[CH:5][CH:4]=[CH:3][CH:2]=1.[NH2:22][OH:23].[OH-].[Na+]. Product: [OH:23][NH:22][C:18]([C:16]1[CH:15]=[CH:14][C:12]2[CH2:13][N:7]([C:1]3[CH:6]=[CH:5][CH:4]=[CH:3][CH:2]=3)[CH2:8][CH2:9][O:10][C:11]=2[CH:17]=1)=[O:20]. The catalyst class is: 1.